This data is from Forward reaction prediction with 1.9M reactions from USPTO patents (1976-2016). The task is: Predict the product of the given reaction. Given the reactants N(C(OCC)=O)=NC(OCC)=O.[Cl:13]C1C=CC(N[C:19]2[C:28]3[C:23](=[CH:24][C:25](O)=[C:26]([O:29][CH3:30])[CH:27]=3)[N:22]=[CH:21][N:20]=2)=C(F)C=1.C1(P(C2C=CC=CC=2)C2C=CC=CC=2)C=CC=CC=1.OCCCN1CCC[C@H]1C(=O)N(C)C, predict the reaction product. The product is: [ClH:13].[CH3:30][O:29][C:26]1[CH:27]=[C:28]2[C:23](=[CH:24][CH:25]=1)[N:22]=[CH:21][N:20]=[CH:19]2.